Dataset: Full USPTO retrosynthesis dataset with 1.9M reactions from patents (1976-2016). Task: Predict the reactants needed to synthesize the given product. (1) Given the product [F:1][C:2]1[CH:3]=[CH:4][C:5]([NH:18][C:19](=[O:28])[C:20]2[CH:25]=[CH:24][C:23]([F:26])=[CH:22][C:21]=2[O:27][CH2:35][CH3:36])=[C:6]([CH:17]=1)[C:7]([NH:9][C:10]1[CH:15]=[CH:14][C:13]([Cl:16])=[CH:12][N:11]=1)=[O:8], predict the reactants needed to synthesize it. The reactants are: [F:1][C:2]1[CH:3]=[CH:4][C:5]([NH:18][C:19](=[O:28])[C:20]2[CH:25]=[CH:24][C:23]([F:26])=[CH:22][C:21]=2[OH:27])=[C:6]([CH:17]=1)[C:7]([NH:9][C:10]1[CH:15]=[CH:14][C:13]([Cl:16])=[CH:12][N:11]=1)=[O:8].C([O-])([O-])=O.[K+].[K+].[CH2:35](I)[CH3:36]. (2) Given the product [C@@H:1]1([N:10]2[C:19]3[N:18]=[CH:17][N:16]=[C:14]([OH:20])[C:13]=3[N:12]=[CH:11]2)[O:9][C@H:6]([CH2:7][OH:8])[C@@H:4]([OH:5])[C@H:2]1[OH:3], predict the reactants needed to synthesize it. The reactants are: [C@@H:1]1([N:10]2[C:19]3[N:18]=[CH:17][N:16]=[C:14](N)[C:13]=3[N:12]=[CH:11]2)[O:9][C@H:6]([CH2:7][OH:8])[C@@H:4]([OH:5])[C@H:2]1[OH:3].[OH-:20].[Na+]. (3) Given the product [C:14]([C:10]1[CH:9]=[C:8]2[C:13]([C:5]([CH2:4][C:3]3[CH:19]=[CH:20][C:21]([Cl:23])=[CH:22][C:2]=3[Cl:1])=[C:6]([CH3:18])[NH:7]2)=[CH:12][CH:11]=1)([OH:16])=[O:15], predict the reactants needed to synthesize it. The reactants are: [Cl:1][C:2]1[CH:22]=[C:21]([Cl:23])[CH:20]=[CH:19][C:3]=1[CH2:4][C:5]1[C:13]2[C:8](=[CH:9][C:10]([C:14]([O:16]C)=[O:15])=[CH:11][CH:12]=2)[NH:7][C:6]=1[CH3:18].[OH-].[Na+].Cl.